Dataset: Choline transporter screen with 302,306 compounds. Task: Binary Classification. Given a drug SMILES string, predict its activity (active/inactive) in a high-throughput screening assay against a specified biological target. The compound is Brc1ccc(C(=O)N\C(C(=O)N2CCOCC2)=C\C=C\c2ccccc2)cc1. The result is 0 (inactive).